Dataset: NCI-60 drug combinations with 297,098 pairs across 59 cell lines. Task: Regression. Given two drug SMILES strings and cell line genomic features, predict the synergy score measuring deviation from expected non-interaction effect. (1) Drug 1: CC1=C(C(CCC1)(C)C)C=CC(=CC=CC(=CC(=O)O)C)C. Drug 2: CCC1(C2=C(COC1=O)C(=O)N3CC4=CC5=C(C=CC(=C5CN(C)C)O)N=C4C3=C2)O.Cl. Cell line: NCI-H522. Synergy scores: CSS=29.9, Synergy_ZIP=1.28, Synergy_Bliss=3.27, Synergy_Loewe=-28.4, Synergy_HSA=0.757. (2) Drug 1: CCC1(CC2CC(C3=C(CCN(C2)C1)C4=CC=CC=C4N3)(C5=C(C=C6C(=C5)C78CCN9C7C(C=CC9)(C(C(C8N6C)(C(=O)OC)O)OC(=O)C)CC)OC)C(=O)OC)O.OS(=O)(=O)O. Drug 2: N.N.Cl[Pt+2]Cl. Cell line: MOLT-4. Synergy scores: CSS=57.8, Synergy_ZIP=5.53, Synergy_Bliss=6.10, Synergy_Loewe=6.92, Synergy_HSA=6.99. (3) Drug 1: C1CCC(CC1)NC(=O)N(CCCl)N=O. Drug 2: N.N.Cl[Pt+2]Cl. Cell line: NCI-H522. Synergy scores: CSS=15.6, Synergy_ZIP=-4.35, Synergy_Bliss=0.359, Synergy_Loewe=0.345, Synergy_HSA=0.995. (4) Drug 1: C1=CC(=CC=C1CC(C(=O)O)N)N(CCCl)CCCl.Cl. Drug 2: CCC1(C2=C(COC1=O)C(=O)N3CC4=CC5=C(C=CC(=C5CN(C)C)O)N=C4C3=C2)O.Cl. Cell line: SK-MEL-2. Synergy scores: CSS=9.39, Synergy_ZIP=-1.90, Synergy_Bliss=2.41, Synergy_Loewe=-9.10, Synergy_HSA=-0.408. (5) Drug 1: C1=C(C(=O)NC(=O)N1)F. Drug 2: C1=NC2=C(N1)C(=S)N=CN2. Cell line: HOP-62. Synergy scores: CSS=32.1, Synergy_ZIP=-18.7, Synergy_Bliss=-25.4, Synergy_Loewe=-20.3, Synergy_HSA=-17.9. (6) Drug 1: C1CCC(CC1)NC(=O)N(CCCl)N=O. Drug 2: CS(=O)(=O)CCNCC1=CC=C(O1)C2=CC3=C(C=C2)N=CN=C3NC4=CC(=C(C=C4)OCC5=CC(=CC=C5)F)Cl. Cell line: PC-3. Synergy scores: CSS=7.98, Synergy_ZIP=-4.08, Synergy_Bliss=-1.46, Synergy_Loewe=1.44, Synergy_HSA=-1.32. (7) Drug 1: CC12CCC3C(C1CCC2OP(=O)(O)O)CCC4=C3C=CC(=C4)OC(=O)N(CCCl)CCCl.[Na+]. Drug 2: CC1C(C(CC(O1)OC2CC(CC3=C2C(=C4C(=C3O)C(=O)C5=CC=CC=C5C4=O)O)(C(=O)C)O)N)O. Cell line: UACC-257. Synergy scores: CSS=59.4, Synergy_ZIP=1.94, Synergy_Bliss=4.06, Synergy_Loewe=2.02, Synergy_HSA=6.34.